From a dataset of Reaction yield outcomes from USPTO patents with 853,638 reactions. Predict the reaction yield, written as a fraction of the theoretical maximum amount of product (1.0 means a 100% yield; for example, 0.34 means a 34% yield). (1) The reactants are [Br:1][C:2]1[CH:3]=[N:4][CH:5]=[N:6][CH:7]=1.[CH:8]1([Mg]Br)[CH2:10][CH2:9]1.O.C(C1C(=O)C(Cl)=C(Cl)C(=O)C=1C#N)#N. The catalyst is CCOCC.C1COCC1. The product is [Br:1][C:2]1[C:3]([CH:8]2[CH2:10][CH2:9]2)=[N:4][CH:5]=[N:6][CH:7]=1. The yield is 0.200. (2) The reactants are [NH2:1][C:2]1[CH:3]=[C:4]([OH:12])[C:5](=[CH:10][CH:11]=1)[C:6]([O:8][CH3:9])=[O:7].[Br:13][C:14]1[CH:15]=[C:16]([CH:22]=[CH:23][CH:24]=1)[CH2:17][S:18](Cl)(=[O:20])=[O:19]. No catalyst specified. The product is [Br:13][C:14]1[CH:15]=[C:16]([CH:22]=[CH:23][CH:24]=1)[CH2:17][S:18]([NH:1][C:2]1[CH:11]=[CH:10][C:5]([C:6]([O:8][CH3:9])=[O:7])=[C:4]([OH:12])[CH:3]=1)(=[O:20])=[O:19]. The yield is 0.450. (3) The reactants are [CH2:1]([O:3][C:4]([C:6]1[CH:7]=[C:8]2[C:13](=[CH:14][CH:15]=1)[NH:12][CH:11]([C:16]1[CH:21]=[CH:20][CH:19]=[C:18](Br)[CH:17]=1)[C:10]([CH3:24])([CH3:23])[CH2:9]2)=[O:5])[CH3:2].[NH2:25][C:26]([CH3:31])([CH3:30])[C:27]([OH:29])=[O:28].Cl.CN(C)CC(O)=O.C(=O)([O-])[O-].[K+].[K+]. The catalyst is CS(C)=O.[Cu]I. The product is [CH2:1]([O:3][C:4]([C:6]1[CH:7]=[C:8]2[C:13](=[CH:14][CH:15]=1)[NH:12][CH:11]([C:16]1[CH:21]=[CH:20][CH:19]=[C:18]([NH:25][C:26]([C:27]([OH:29])=[O:28])([CH3:31])[CH3:30])[CH:17]=1)[C:10]([CH3:24])([CH3:23])[CH2:9]2)=[O:5])[CH3:2]. The yield is 1.00. (4) The product is [F:2][C:3]1[N:4]=[CH:5][C:6]([OH:10])=[C:7]([I:9])[CH:8]=1. The yield is 0.972. The reactants are Cl.[F:2][C:3]1[CH:8]=[C:7]([I:9])[C:6]([O:10]COC)=[CH:5][N:4]=1.C(=O)(O)[O-].[Na+]. The catalyst is C1COCC1. (5) The reactants are [CH3:1][N:2]([C:19]1[CH:24]=[CH:23][CH:22]=[CH:21][C:20]=1[N+:25]([O-])=O)[C:3](=[O:18])[CH2:4][CH2:5][CH2:6][CH2:7][CH2:8][CH2:9][C:10](=[O:17])[C:11]1[CH:16]=[CH:15][CH:14]=[CH:13][CH:12]=1. The catalyst is C(OCC)(=O)C.CO.[Ni]. The product is [CH3:1][N:2]([C:19]1[CH:24]=[CH:23][CH:22]=[CH:21][C:20]=1[NH2:25])[C:3](=[O:18])[CH2:4][CH2:5][CH2:6][CH2:7][CH2:8][CH2:9][C:10](=[O:17])[C:11]1[CH:12]=[CH:13][CH:14]=[CH:15][CH:16]=1. The yield is 0.470. (6) The reactants are [C:1](Cl)(Cl)=[O:2].N#N.[CH2:7]([C@H:9]1[CH2:13][NH:12][CH2:11][C@H:10]1[C:14]1[N:18]2[C:19]3[CH:25]=[CH:24][N:23]([S:26]([C:29]4[CH:35]=[CH:34][C:32]([CH3:33])=[CH:31][CH:30]=4)(=[O:28])=[O:27])[C:20]=3[N:21]=[CH:22][C:17]2=[N:16][N:15]=1)[CH3:8].Cl.[F:37][C:38]1([F:42])[CH2:41][NH:40][CH2:39]1.C(=O)(O)[O-].[Na+]. The catalyst is C(Cl)Cl. The product is [F:37][C:38]1([F:42])[CH2:41][N:40]([C:1]([N:12]2[CH2:11][C@H:10]([C:14]3[N:18]4[C:19]5[CH:25]=[CH:24][N:23]([S:26]([C:29]6[CH:30]=[CH:31][C:32]([CH3:33])=[CH:34][CH:35]=6)(=[O:28])=[O:27])[C:20]=5[N:21]=[CH:22][C:17]4=[N:16][N:15]=3)[C@H:9]([CH2:7][CH3:8])[CH2:13]2)=[O:2])[CH2:39]1. The yield is 0.650. (7) The reactants are [NH2:1][C:2]1[CH:7]=[C:6](Cl)[CH:5]=[CH:4][N:3]=1.[OH:9][C:10]1[CH:15]=[CH:14][C:13]([N+:16]([O-:18])=[O:17])=[CH:12][C:11]=1[CH3:19].C(N(C(C)C)CC)(C)C. The catalyst is CN1CCCC1=O. The product is [CH3:19][C:11]1[CH:12]=[C:13]([N+:16]([O-:18])=[O:17])[CH:14]=[CH:15][C:10]=1[O:9][C:6]1[CH:5]=[CH:4][N:3]=[C:2]([NH2:1])[CH:7]=1. The yield is 0.0700. (8) The reactants are [C:1]([O:18][CH2:19]Cl)(=[O:17])[CH2:2][CH2:3][CH2:4][CH2:5][CH2:6][CH2:7][CH2:8][CH2:9][CH2:10][CH2:11][CH2:12][CH2:13][CH2:14][CH2:15][CH3:16].[I-:21].[Na+]. The catalyst is C(#N)C.[Al]. The product is [C:1]([O:18][CH2:19][I:21])(=[O:17])[CH2:2][CH2:3][CH2:4][CH2:5][CH2:6][CH2:7][CH2:8][CH2:9][CH2:10][CH2:11][CH2:12][CH2:13][CH2:14][CH2:15][CH3:16]. The yield is 0.910.